From a dataset of Catalyst prediction with 721,799 reactions and 888 catalyst types from USPTO. Predict which catalyst facilitates the given reaction. Reactant: Br[C:2]1[CH:3]=[N:4][CH:5]=[CH:6][C:7]=1[N:8]1[CH2:13][CH2:12][CH:11]([C:14]([NH2:16])=[O:15])[CH2:10][CH2:9]1.[CH:17]1(B(O)O)[CH2:19][CH2:18]1.C(=O)([O-])[O-].[Na+].[Na+]. Product: [CH:17]1([C:2]2[CH:3]=[N:4][CH:5]=[CH:6][C:7]=2[N:8]2[CH2:13][CH2:12][CH:11]([C:14]([NH2:16])=[O:15])[CH2:10][CH2:9]2)[CH2:19][CH2:18]1. The catalyst class is: 10.